From a dataset of Peptide-MHC class II binding affinity with 134,281 pairs from IEDB. Regression. Given a peptide amino acid sequence and an MHC pseudo amino acid sequence, predict their binding affinity value. This is MHC class II binding data. (1) The peptide sequence is VGDDSGGFSTTVSTE. The MHC is DRB4_0101 with pseudo-sequence DRB4_0103. The binding affinity (normalized) is 0.282. (2) The peptide sequence is DIDLGRNEVVNDVST. The MHC is HLA-DQA10401-DQB10402 with pseudo-sequence HLA-DQA10401-DQB10402. The binding affinity (normalized) is 0.355. (3) The peptide sequence is AASGADGTYDITKLG. The MHC is HLA-DPA10301-DPB10402 with pseudo-sequence HLA-DPA10301-DPB10402. The binding affinity (normalized) is 0.114. (4) The peptide sequence is TFTVEKGSNEKHLAV. The MHC is DRB1_1201 with pseudo-sequence DRB1_1201. The binding affinity (normalized) is 0.149.